Dataset: Full USPTO retrosynthesis dataset with 1.9M reactions from patents (1976-2016). Task: Predict the reactants needed to synthesize the given product. (1) Given the product [CH2:20]([O:22][C:23](=[O:36])[CH2:24][C@@H:25]([C:26]1[CH:34]=[CH:33][C:29]2[CH2:30][CH2:31][O:32][C:28]=2[CH:27]=1)[NH:35][C:17](=[O:19])[CH2:16][CH2:15][CH:12]1[CH2:11][C:8]2=[N:9][C:10]3[NH:1][CH2:2][CH2:3][CH2:4][C:5]=3[CH:6]=[C:7]2[CH2:14][CH2:13]1)[CH3:21], predict the reactants needed to synthesize it. The reactants are: [NH:1]1[C:10]2[N:9]=[C:8]3[CH2:11][CH:12]([CH2:15][CH2:16][C:17]([OH:19])=O)[CH2:13][CH2:14][C:7]3=[CH:6][C:5]=2[CH2:4][CH2:3][CH2:2]1.[CH2:20]([O:22][C:23](=[O:36])[CH2:24][C@H:25]([NH2:35])[C:26]1[CH:34]=[CH:33][C:29]2[CH2:30][CH2:31][O:32][C:28]=2[CH:27]=1)[CH3:21].C(Cl)CCl.C1C=CC2N(O)N=NC=2C=1.CN1CCOCC1. (2) Given the product [CH3:1][CH:2]([CH3:5])[C:3]#[C:4][C:12]([O:14][CH2:15][CH3:16])=[O:13], predict the reactants needed to synthesize it. The reactants are: [CH3:1][CH:2]([CH3:5])[C:3]#[CH:4].[Li]CCCC.Cl[C:12]([O:14][CH2:15][CH3:16])=[O:13].